Dataset: Catalyst prediction with 721,799 reactions and 888 catalyst types from USPTO. Task: Predict which catalyst facilitates the given reaction. (1) Reactant: C(=O)([O-])[O-].[Cs+].[Cs+].[OH:7][C:8]1[CH:9]=[C:10]([C:14]([N:16]2[CH2:21][CH2:20][N:19]([C:22]3[CH:27]=[CH:26][CH:25]=[CH:24][N:23]=3)[CH2:18][CH2:17]2)=[O:15])[CH:11]=[CH:12][CH:13]=1.Br[CH2:29][C:30]1[CH:35]=[CH:34][CH:33]=[CH:32][CH:31]=1. Product: [CH2:29]([O:7][C:8]1[CH:9]=[C:10]([CH:11]=[CH:12][CH:13]=1)[C:14]([N:16]1[CH2:17][CH2:18][N:19]([C:22]2[CH:27]=[CH:26][CH:25]=[CH:24][N:23]=2)[CH2:20][CH2:21]1)=[O:15])[C:30]1[CH:35]=[CH:34][CH:33]=[CH:32][CH:31]=1. The catalyst class is: 3. (2) Reactant: [C:1]([NH:4][C:5]1[CH:6]=[C:7]2[S:13][C:12]([NH:14]CC3C=CC(OC)=CC=3)=[C:11]([C:24]([NH:26][C:27]3[CH:28]=[N:29][CH:30]=[CH:31][C:32]=3[N:33]3[CH2:38][C@H:37]([CH3:39])[C@@H:36]([O:40][Si](C(C)(C)C)(C)C)[C@H:35]([NH:48]C(=O)OC(C)(C)C)[CH2:34]3)=[O:25])[C:8]2=[N:9][CH:10]=1)(=[O:3])[CH3:2].C(O)(C(F)(F)F)=O.Cl.O1CCOCC1. Product: [C:1]([NH:4][C:5]1[CH:6]=[C:7]2[S:13][C:12]([NH2:14])=[C:11]([C:24]([NH:26][C:27]3[CH:28]=[N:29][CH:30]=[CH:31][C:32]=3[N:33]3[CH2:38][C@H:37]([CH3:39])[C@@H:36]([OH:40])[C@H:35]([NH2:48])[CH2:34]3)=[O:25])[C:8]2=[N:9][CH:10]=1)(=[O:3])[CH3:2]. The catalyst class is: 759. (3) Reactant: [CH2:1]([O:3][C:4]([C:6]1[NH:7][C:8]2[C:13]([CH:14]=1)=[CH:12][C:11]([O:15]C)=[C:10]([Cl:17])[CH:9]=2)=[O:5])[CH3:2].B(Br)(Br)Br. Product: [CH2:1]([O:3][C:4]([C:6]1[NH:7][C:8]2[C:13]([CH:14]=1)=[CH:12][C:11]([OH:15])=[C:10]([Cl:17])[CH:9]=2)=[O:5])[CH3:2]. The catalyst class is: 4. (4) Product: [CH3:1][O:2][C:3](=[O:17])[CH:4]([C@H:5]1[CH2:8][C@H:7]([O:9][CH2:10][C:11]2[CH:12]=[CH:13][CH:14]=[CH:15][CH:16]=2)[CH2:6]1)[CH3:19]. The catalyst class is: 20. Reactant: [CH3:1][O:2][C:3](=[O:17])[CH2:4][C@H:5]1[CH2:8][C@H:7]([O:9][CH2:10][C:11]2[CH:16]=[CH:15][CH:14]=[CH:13][CH:12]=2)[CH2:6]1.[Li+].[CH3:19]C([N-]C(C)C)C.CCCCCC.IC. (5) Reactant: [C:1]([O:4][CH2:5][C:6]1[CH:11]=[C:10]([O:12][CH2:13][C:14]2[CH:19]=[CH:18][CH:17]=[CH:16][CH:15]=2)[C:9](OS(C(F)(F)F)(=O)=O)=[CH:8][N:7]=1)(=[O:3])[CH3:2].C1C=CC(P(C2C=CC3C(=CC=CC=3)C=2C2C3C(=CC=CC=3)C=CC=2P(C2C=CC=CC=2)C2C=CC=CC=2)C2C=CC=CC=2)=CC=1.[Na].[CH3:75][C:76]([SH:79])([CH3:78])[CH3:77]. Product: [C:1]([O:4][CH2:5][C:6]1[CH:11]=[C:10]([O:12][CH2:13][C:14]2[CH:15]=[CH:16][CH:17]=[CH:18][CH:19]=2)[C:9]([S:79][C:76]([CH3:78])([CH3:77])[CH3:75])=[CH:8][N:7]=1)(=[O:3])[CH3:2]. The catalyst class is: 164. (6) Reactant: Cl[C:2]1[S:3][C:4]2[CH:10]=[CH:9][CH:8]=[CH:7][C:5]=2[N:6]=1.[NH:11]1[CH2:16][CH2:15][NH:14][CH2:13][CH2:12]1.C(N(CC)CC)C. Product: [N:11]1([C:2]2[S:3][C:4]3[CH:10]=[CH:9][CH:8]=[CH:7][C:5]=3[N:6]=2)[CH2:16][CH2:15][NH:14][CH2:13][CH2:12]1. The catalyst class is: 8.